Dataset: Reaction yield outcomes from USPTO patents with 853,638 reactions. Task: Predict the reaction yield, written as a fraction of the theoretical maximum amount of product (1.0 means a 100% yield; for example, 0.34 means a 34% yield). (1) The reactants are [CH2:1]([Li])CCC.[CH:6]1([NH:9][C:10](=[O:45])[C:11]2[CH:16]=[CH:15][C:14]([C:17]3[N:21]4[N:22]=[C:23]([C:33](=O)[C:34]5[CH:39]=[CH:38][C:37]([O:40][CH3:41])=[C:36]([F:42])[CH:35]=5)[CH:24]=[C:25]([NH:26][CH2:27][CH2:28][C:29]([F:32])([F:31])[F:30])[C:20]4=[N:19][CH:18]=3)=[CH:13][C:12]=2[CH3:44])[CH2:8][CH2:7]1.O. The catalyst is [Br-].C[P+](C1C=CC=CC=1)(C1C=CC=CC=1)C1C=CC=CC=1.O1CCCC1. The product is [CH:6]1([NH:9][C:10](=[O:45])[C:11]2[CH:16]=[CH:15][C:14]([C:17]3[N:21]4[N:22]=[C:23]([C:33]([C:34]5[CH:39]=[CH:38][C:37]([O:40][CH3:41])=[C:36]([F:42])[CH:35]=5)=[CH2:1])[CH:24]=[C:25]([NH:26][CH2:27][CH2:28][C:29]([F:31])([F:32])[F:30])[C:20]4=[N:19][CH:18]=3)=[CH:13][C:12]=2[CH3:44])[CH2:8][CH2:7]1. The yield is 0.810. (2) The catalyst is O. The reactants are [NH:1]1[C:9]2[C:4](=[CH:5][CH:6]=[CH:7][C:8]=2[O:10][CH2:11][CH2:12][OH:13])[CH:3]=[CH:2]1.O1CCOCC1.[H-].[Na+].Cl[C:23]1[C:28]([N:29]2[CH2:34][CH2:33][NH:32][CH2:31][CH2:30]2)=[N:27][CH:26]=[CH:25][N:24]=1. The yield is 0.810. The product is [N:29]1([C:28]2[C:23]([O:13][CH2:12][CH2:11][O:10][C:8]3[CH:7]=[CH:6][CH:5]=[C:4]4[C:9]=3[NH:1][CH:2]=[CH:3]4)=[N:24][CH:25]=[CH:26][N:27]=2)[CH2:34][CH2:33][NH:32][CH2:31][CH2:30]1. (3) The yield is 0.280. The reactants are [CH3:1][C:2]1[CH:7]=[CH:6][N+:5]([O-:8])=[CH:4][CH:3]=1.[C:9]([O:12]C(=O)C)(=[O:11])[CH3:10]. The product is [C:9]([O:12][C:3]1[CH:4]=[N+:5]([O-:8])[CH:6]=[CH:7][C:2]=1[CH3:1])(=[O:11])[CH3:10]. No catalyst specified. (4) The reactants are [NH2:1][C:2]1[CH:7]=[CH:6][C:5]([C:8]2[C:12]([C:13]([NH2:15])=[O:14])=[C:11]([NH:16][C:17]([NH:19][CH2:20][CH2:21][CH2:22][N:23]3[CH2:28][CH2:27][O:26][CH2:25][CH2:24]3)=[O:18])[S:10][N:9]=2)=[CH:4][CH:3]=1.C(N(CC)C(C)C)(C)C.[C:38]1([N:44]=[C:45]=[O:46])[CH:43]=[CH:42][CH:41]=[CH:40][CH:39]=1. The catalyst is C1COCC1. The product is [NH:44]([C:45]([NH:1][C:2]1[CH:3]=[CH:4][C:5]([C:8]2[C:12]([C:13]([NH2:15])=[O:14])=[C:11]([NH:16][C:17]([NH:19][CH2:20][CH2:21][CH2:22][N:23]3[CH2:24][CH2:25][O:26][CH2:27][CH2:28]3)=[O:18])[S:10][N:9]=2)=[CH:6][CH:7]=1)=[O:46])[C:38]1[CH:43]=[CH:42][CH:41]=[CH:40][CH:39]=1. The yield is 0.770.